Dataset: Full USPTO retrosynthesis dataset with 1.9M reactions from patents (1976-2016). Task: Predict the reactants needed to synthesize the given product. (1) The reactants are: Br[C:2]1[C:6]([CH3:8])([CH3:7])[O:5]/[C:4](=[C:9]2/[C:10](=[O:19])[NH:11][C:12]3[C:17]/2=[CH:16][CH:15]=[C:14]([F:18])[CH:13]=3)/[CH:3]=1.[NH:20]1[CH2:25][CH2:24][O:23][CH2:22][CH2:21]1.C1CCN2C(=NCCC2)CC1.C1C[O:40][CH2:39]C1. Given the product [CH3:7][C:6]1([CH3:8])[O:5]/[C:4](=[C:9]2/[C:10](=[O:19])[NH:11][C:12]3[C:17]/2=[CH:16][CH:15]=[C:14]([F:18])[CH:13]=3)/[CH:3]=[C:2]1[C:39]([N:20]1[CH2:25][CH2:24][O:23][CH2:22][CH2:21]1)=[O:40], predict the reactants needed to synthesize it. (2) Given the product [Br:21][C:5]1[CH:4]=[N:3][C:2]2[N:18]([CH2:19][CH3:20])[C:12]3[N:13]=[C:14]([F:17])[CH:15]=[CH:16][C:11]=3[NH:10][C:8](=[O:9])[C:7]=2[CH:6]=1, predict the reactants needed to synthesize it. The reactants are: Cl[C:2]1[C:7]([C:8]([NH:10][C:11]2[C:12]([NH:18][CH2:19][CH3:20])=[N:13][C:14]([F:17])=[CH:15][CH:16]=2)=[O:9])=[CH:6][C:5]([Br:21])=[CH:4][N:3]=1.C[Si]([N-][Si](C)(C)C)(C)C.[Na+].C1COCC1.